Dataset: Experimentally validated miRNA-target interactions with 360,000+ pairs, plus equal number of negative samples. Task: Binary Classification. Given a miRNA mature sequence and a target amino acid sequence, predict their likelihood of interaction. (1) The miRNA is mmu-miR-665-3p with sequence ACCAGGAGGCUGAGGUCCCU. The protein sequence of the target gene is MSTILLNLDFGQPSKKAFGGNAKHQRFVKKRRFLEQKGFLNKKNQPPNKVSKLNSEPPKKGETSRVDGILKILPCPKKKEAAASKRDSERSKDKKAPLSWLTPAPSKKTASVVSKIDLLGEFQSALPKTKSTQKKGSKKKSLKKKIATENSTQAQSKDKGSKKKPLKKNAVPNSTQARSEDKCPTVPQNLPGKMVAIDCEMVGTGPKGRVSSLARCSIVNYNGDVLYDEYVLPPCYIVNYRTRWSGIRKCHMVNATPFKTARSQILKILSGKVVIGHAIHNDYKALQYFHPKSLTRDTSR.... Result: 1 (interaction). (2) The miRNA is mmu-miR-1964-3p with sequence CCGACUUCUGGGCUCCGGCUUU. The protein sequence of the target gene is MTRHGKNCTAGAVYTYHEKKKDTAASGYGTQNIRLSRDAVKDFDCCCLSLQPCHDPVVTPDGYLYEREAILEYILHQKREIARQVKAYEKQRGARREEQKELQRAAAQDQVRGFLEKEAAIVSRPLNPFMPKAATLPNTEGEQPGPSVGPVGKDKDKALPSFWIPSLTPEAKATKLEKPSRTVTCPMSGKPLRMSDLTSVRFTQLDDSVDRVGLITRSERYVCAVTRDSLSNATPCAVLRPSGAVVTLECVEKLIRKDMVDPVNGDTLTERDIIVLQRGGTGFAGSGVKLQAEMSRPVMQ.... Result: 0 (no interaction). (3) The miRNA is mmu-miR-568 with sequence AUGUAUAAAUGUAUACACAC. The protein sequence of the target gene is MWPFPSRSLFPPPTQAWLQTVSSDPEAQGWGAWNETKEILGPEGGEGKEEKEEEEDAEEDQDGDAGFLLSLLEQENLAECPLPDQELEAIKMKVCAMEQAEGTPRPPGVQQQAEEEEGTAAGQLLSPETVGCPLSGTPEEKVEADHRSVYVGNVDYGGSAEELEAHFSRCGEVHRVTILCDKFSGHPKGYAYIEFATKGSVQAAVELDQSLFRGRVIKVLPKRTNFPGISSTDRGGLRGHPGSRGAPFPHSGLQGRPRLRPQGQNRARGKFSPWFSPY. Result: 0 (no interaction). (4) The miRNA is hsa-miR-6076 with sequence AGCAUGACAGAGGAGAGGUGG. Result: 0 (no interaction). The protein sequence of the target gene is MNIHRSTPITIARYGRSRNKTQDFEELSSIRSAEPSQSFSPNLGSPSPPETPNLSHCVSCIGKYLLLEPLEGDHVFRAVHLHSGEELVCKVFEISCYQESLAPCFCLSAHSNINQITEILLGETKAYVFFERSYGDMHSFVRTCKKLREEEAARLFYQIASAVAHCHDGGLVLRDLKLRKFIFKDEERTRVKLESLEDAYILRGDDDSLSDKHGCPAYVSPEILNTSGSYSGKAADVWSLGVMLYTMLVGRYPFHDIEPSSLFSKIRRGQFNIPETLSPKAKCLIRSILRREPSERLTSQ.... (5) The miRNA is cel-miR-1829b-5p with sequence AAGCGAUCUUCUAGAUGGUUGUA. The protein sequence of the target gene is MTTSSIRRQMKNIVNNYSEAEIKVREATSNDPWGPSSSLMTEIADLTYNVVAFSEIMSMVWKRLNDHGKNWRHVYKALTLLDYLIKTGSERVAQQCRENIFAIQTLKDFQYIDRDGKDQGINVREKSKQLVALLKDEERLKVERVQALKTKERMAQVATGVGSNQITFGRGSSQPNLSTSYSEQEYGKAGGSPASYHGSTSPRVSSELEQARPQTSGEEELQLQLALAMSREVAEQSSESVQTARGSKEERLRRGDDLRLQMALEESRRDTVKVPKKKEAKACCKPGSHSQQTTLLDLMD.... Result: 0 (no interaction). (6) The miRNA is mmu-miR-1b-3p with sequence UGGGUACAUAAAGAAGUAUGUGC. The protein sequence of the target gene is MSCRSYRISSGCGVTRNFSSCSAVAPKTGNRCCISAAPYRGVSCYRGLTGFGSRSLCNLGSCGPRIAVGGFRAGSCGRSFGYRSGGVCGPSPPCITTVSVNESLLTPLNLEIDPNAQCVKQEEKEQIKSLNSRFAAFIDKVRFLEQQNKLLETKWQFYQNQRCCESNLEPLFSGYIETLRREAECVEADSGRLASELNHVQEVLEGYKKKYEEEVALRATAENEFVVLKKDVDCAYLRKSDLEANVEALVEESSFLRRLYEEEIRVLQAHISDTSVIVKMDNSRDLNMDCIIAEIKAQYD.... Result: 0 (no interaction).